This data is from Catalyst prediction with 721,799 reactions and 888 catalyst types from USPTO. The task is: Predict which catalyst facilitates the given reaction. (1) Reactant: Cl.C(OC(=O)[NH:8][C@@H:9]1[CH2:14][CH2:13][CH2:12][N:11]([CH2:15][C:16]2[NH:17][C:18]([C:21]3[CH:26]=[CH:25][C:24]([C:27]4[CH:32]=[CH:31][C:30]([C:33]5[NH:34][C:35]([CH:38]6[CH2:42][CH2:41][CH2:40][N:39]6[C:43](=[O:53])[CH:44]([NH:48][C:49]([O:51][CH3:52])=[O:50])[CH:45]([CH3:47])[CH3:46])=[N:36][CH:37]=5)=[CH:29][CH:28]=4)=[CH:23][CH:22]=3)=[CH:19][N:20]=2)[C:10]1=[O:54])(C)(C)C. Product: [CH3:52][O:51][C:49](=[O:50])[NH:48][C@@H:44]([C:43]([N:39]1[CH2:40][CH2:41][CH2:42][CH:38]1[C:35]1[NH:34][C:33]([C:30]2[CH:29]=[CH:28][C:27]([C:24]3[CH:25]=[CH:26][C:21]([C:18]4[NH:17][C:16]([CH2:15][N:11]5[CH2:12][CH2:13][CH2:14][CH:9]([NH2:8])[C:10]5=[O:54])=[N:20][CH:19]=4)=[CH:22][CH:23]=3)=[CH:32][CH:31]=2)=[CH:37][N:36]=1)=[O:53])[CH:45]([CH3:47])[CH3:46]. The catalyst class is: 346. (2) Reactant: [H-].[Na+].[CH3:3][C:4]([C:6]1[CH:11]=[C:10]([Cl:12])[CH:9]=[CH:8][C:7]=1[O:13][CH3:14])=[O:5].[CH2:15]([N:19]=[C:20]=[S:21])[CH2:16][CH2:17][CH3:18].Br[CH2:23][CH:24](OC)OC.C1(C)C=CC(S(O)(=O)=O)=CC=1. Product: [CH2:15]([N:19]1[CH:24]=[CH:23][S:21]/[C:20]/1=[CH:3]\[C:4]([C:6]1[CH:11]=[C:10]([Cl:12])[CH:9]=[CH:8][C:7]=1[O:13][CH3:14])=[O:5])[CH2:16][CH2:17][CH3:18]. The catalyst class is: 163. (3) Reactant: [OH:1][CH2:2][C:3]1[CH:8]=[CH:7][C:6](NC(=O)CSCCC(OC)=O)=[CH:5][CH:4]=1.CSC1C=C[C:25]([CH2:28][OH:29])=[CH:24]C=1.BrCCC[C:34]1[CH:42]=[CH:41][CH:40]=[C:36]([C:37](N)=[O:38])[C:35]=1[C:43]([NH2:45])=[O:44].C(OCBr)(=O)C. Product: [O:44]=[C:43]1[C:35]2[C:36](=[CH:40][CH:41]=[CH:42][CH:34]=2)[C:37](=[O:38])[N:45]1[CH2:24][CH2:25][CH2:28][O:29][C:7]1[CH:8]=[C:3]([CH:4]=[CH:5][CH:6]=1)[CH:2]=[O:1]. The catalyst class is: 118.